Dataset: Full USPTO retrosynthesis dataset with 1.9M reactions from patents (1976-2016). Task: Predict the reactants needed to synthesize the given product. (1) Given the product [OH:2][CH2:3][C:5]1[CH:10]=[CH:9][NH:8][C:7](=[O:11])[CH:6]=1, predict the reactants needed to synthesize it. The reactants are: C[O:2][C:3]([C:5]1[CH:10]=[CH:9][NH:8][C:7](=[O:11])[CH:6]=1)=O.CN(C=O)C.[Li+].[BH4-].CO. (2) The reactants are: Br[C:2]1[CH:7]=[CH:6][C:5]([CH2:8][CH2:9][CH2:10][N:11]2[C:19](=[O:20])[C:18]3[C:13](=[CH:14][CH:15]=[CH:16][CH:17]=3)[C:12]2=[O:21])=[CH:4][CH:3]=1.[CH3:22][C:23]1([CH3:39])[C:27]([CH3:29])([CH3:28])[O:26][B:25]([B:25]2[O:26][C:27]([CH3:29])([CH3:28])[C:23]([CH3:39])([CH3:22])[O:24]2)[O:24]1.C([O-])(=O)C.[K+2].C([O-])(=O)C. Given the product [CH3:22][C:23]1([CH3:39])[C:27]([CH3:29])([CH3:28])[O:26][B:25]([C:2]2[CH:7]=[CH:6][C:5]([CH2:8][CH2:9][CH2:10][N:11]3[C:19](=[O:20])[C:18]4[C:13](=[CH:14][CH:15]=[CH:16][CH:17]=4)[C:12]3=[O:21])=[CH:4][CH:3]=2)[O:24]1, predict the reactants needed to synthesize it. (3) Given the product [F:1][C:2]1[CH:3]=[C:4]([CH:13]2[C:18](=[O:19])[CH2:17][CH2:16][O:15][CH2:14]2)[CH:5]=[CH:6][C:7]=1[F:8], predict the reactants needed to synthesize it. The reactants are: [F:1][C:2]1[CH:3]=[C:4](B(O)O)[CH:5]=[CH:6][C:7]=1[F:8].I[CH:13]1[C:18](OC)([O:19]C)[CH2:17][CH2:16][O:15][CH2:14]1. (4) Given the product [CH2:34]([N:38]([CH2:47][CH2:48][CH2:49][CH3:50])[C:39]1[CH:46]=[CH:45][C:42]([CH:43]=[CH:14][C:9]2[S:13][CH:12]=[CH:11][CH:10]=2)=[CH:41][CH:40]=1)[CH2:35][CH2:36][CH3:37], predict the reactants needed to synthesize it. The reactants are: C1([Li])C=CC=CC=1.[Cl-].[C:9]1([CH2:14][P+](C2C=CC=CC=2)(C2C=CC=CC=2)C2C=CC=CC=2)[S:13][CH:12]=[CH:11][CH:10]=1.[CH2:34]([N:38]([CH2:47][CH2:48][CH2:49][CH3:50])[C:39]1[CH:46]=[CH:45][C:42]([CH:43]=O)=[CH:41][CH:40]=1)[CH2:35][CH2:36][CH3:37].II. (5) Given the product [Br:10][C:11]1[C:12]([O:7][CH2:6][C:2]2([CH3:1])[CH2:5][O:4][CH2:3]2)=[N:13][C:14]([Cl:17])=[N:15][CH:16]=1, predict the reactants needed to synthesize it. The reactants are: [CH3:1][C:2]1([CH2:6][OH:7])[CH2:5][O:4][CH2:3]1.[H-].[Na+].[Br:10][C:11]1[C:12](Cl)=[N:13][C:14]([Cl:17])=[N:15][CH:16]=1. (6) Given the product [CH3:1][C@@:2]([OH:34])([C:30]([CH3:33])([CH3:32])[CH3:31])[C@@H:3]1[C@:8]2([O:28][CH3:29])[C@@H:9]3[O:23][C:18]4=[C:19]([OH:22])[CH:20]=[CH:21][C:16]5=[C:17]4[C@:10]43[CH2:11][CH2:12][N:13]([CH2:24][CH:25]3[CH2:26][CH2:27]3)[C@H:14]([CH2:15]5)[C@@:5]4([CH2:6][CH2:7]2)[CH2:4]1, predict the reactants needed to synthesize it. The reactants are: [CH3:1][C@@:2]([OH:34])([C:30]([CH3:33])([CH3:32])[CH3:31])[C@@H:3]1[C@:8]2([O:28][CH3:29])[C@@H:9]3[O:23][C:18]4=[C:19]([OH:22])[CH:20]=[CH:21][C:16]5=[C:17]4[C@:10]43[CH2:11][CH2:12][N:13]([CH2:24][CH:25]3[CH2:27][CH2:26]3)[C@H:14]([CH2:15]5)[C@@:5]4([CH2:6][CH2:7]2)[CH2:4]1.Cl.C(=O)(O)[O-].[Na+]. (7) Given the product [C:12]1([CH2:11][CH2:10][CH2:9][C:8]([N:4]2[CH2:5][CH2:6][CH2:7][CH:2]([NH:1][C:32]([C:31]3[C:27]([C:21]4[C:22]([F:26])=[CH:23][CH:24]=[CH:25][C:20]=4[Cl:19])=[N:28][O:29][C:30]=3[CH3:35])=[O:33])[CH2:3]2)=[O:18])[CH:13]=[CH:14][CH:15]=[CH:16][CH:17]=1, predict the reactants needed to synthesize it. The reactants are: [NH2:1][CH:2]1[CH2:7][CH2:6][CH2:5][N:4]([C:8](=[O:18])[CH2:9][CH2:10][CH2:11][C:12]2[CH:17]=[CH:16][CH:15]=[CH:14][CH:13]=2)[CH2:3]1.[Cl:19][C:20]1[CH:25]=[CH:24][CH:23]=[C:22]([F:26])[C:21]=1[C:27]1[C:31]([C:32](O)=[O:33])=[C:30]([CH3:35])[O:29][N:28]=1.C1(N=C=NC2CCCCC2)CCCCC1.ON1C2C=CC=CC=2N=N1. (8) Given the product [CH2:1]([O:8][C:9](=[O:33])[C@@H:10]([NH:20][C:21](=[O:32])[C@@H:22]([NH:24][S:56]([C:50]1[CH:55]=[CH:54][CH:53]=[CH:52][CH:51]=1)(=[O:58])=[O:57])[CH3:23])[CH2:11][C:12]1[CH:17]=[CH:16][C:15]([O:18][CH3:19])=[CH:14][CH:13]=1)[C:2]1[CH:7]=[CH:6][CH:5]=[CH:4][CH:3]=1, predict the reactants needed to synthesize it. The reactants are: [CH2:1]([O:8][C:9](=[O:33])[C@@H:10]([NH:20][C:21](=[O:32])[C@@H:22]([NH:24]C(OC(C)(C)C)=O)[CH3:23])[CH2:11][C:12]1[CH:17]=[CH:16][C:15]([O:18][CH3:19])=[CH:14][CH:13]=1)[C:2]1[CH:7]=[CH:6][CH:5]=[CH:4][CH:3]=1.FC(F)(F)C(O)=O.C(N(CC)C(C)C)(C)C.[C:50]1([S:56](Cl)(=[O:58])=[O:57])[CH:55]=[CH:54][CH:53]=[CH:52][CH:51]=1. (9) Given the product [C:16]([O:20][C:21](=[O:22])[NH:1][C:2]1[CH:3]=[CH:4][C:5]2[C:11]([CH3:12])([CH3:13])[CH2:10][CH2:9][C:8](=[O:14])[NH:7][C:6]=2[CH:15]=1)([CH3:19])([CH3:18])[CH3:17], predict the reactants needed to synthesize it. The reactants are: [NH2:1][C:2]1[CH:3]=[CH:4][C:5]2[C:11]([CH3:13])([CH3:12])[CH2:10][CH2:9][C:8](=[O:14])[NH:7][C:6]=2[CH:15]=1.[C:16]([O:20][C:21](O[C:21]([O:20][C:16]([CH3:19])([CH3:18])[CH3:17])=[O:22])=[O:22])([CH3:19])([CH3:18])[CH3:17].C(N(CC)CC)C.CN(C=O)C.